This data is from Reaction yield outcomes from USPTO patents with 853,638 reactions. The task is: Predict the reaction yield, written as a fraction of the theoretical maximum amount of product (1.0 means a 100% yield; for example, 0.34 means a 34% yield). (1) The reactants are [CH3:1][O:2][C:3]1[C:4]([C:13]([O:15]C)=[O:14])=[CH:5][C:6]2[C:11]([CH:12]=1)=[CH:10][CH:9]=[CH:8][CH:7]=2.O.[OH-].[Na+].C(O)(=O)CC(CC(O)=O)(C(O)=O)O. The catalyst is CO. The product is [CH3:1][O:2][C:3]1[C:4]([C:13]([OH:15])=[O:14])=[CH:5][C:6]2[C:11]([CH:12]=1)=[CH:10][CH:9]=[CH:8][CH:7]=2. The yield is 0.920. (2) The reactants are Cl[C:2]1[CH:7]=[C:6]([C:8]#[N:9])[N:5]=[C:4]([CH2:10][CH2:11][C:12]([O:14][C:15]([CH3:18])([CH3:17])[CH3:16])=[O:13])[CH:3]=1.[CH3:19][S-:20].[Na+]. The catalyst is C1COCC1. The product is [C:8]([C:6]1[N:5]=[C:4]([CH2:10][CH2:11][C:12]([O:14][C:15]([CH3:18])([CH3:17])[CH3:16])=[O:13])[CH:3]=[C:2]([S:20][CH3:19])[CH:7]=1)#[N:9]. The yield is 0.970. (3) The reactants are C([N:8]1[CH2:13][CH2:12][N:11](CC2C=CC=CC=2)[CH2:10][C@@H:9]1[CH2:21][CH2:22][O:23][CH3:24])C1C=CC=CC=1. The catalyst is C(O)C. The product is [CH3:24][O:23][CH2:22][CH2:21][C@H:9]1[CH2:10][NH:11][CH2:12][CH2:13][NH:8]1. The yield is 0.911. (4) The reactants are [CH3:1][O:2][C:3](=[O:59])[NH:4][C@@H:5]1[CH:13]2[C:14](=[O:56])[CH2:15][C@H:16]([C:18]3[NH:19][C:20]([C:23]4[CH:28]=[CH:27][C:26]([C:29]5[CH:34]=[CH:33][C:32]([C:35]6[NH:36][C:37]([C@H:40]7[CH2:44][CH2:43][CH2:42][N:41]7[C:45](=[O:55])[C@H:46]([NH:50][C:51]([O:53][CH3:54])=[O:52])[CH:47]([CH3:49])[CH3:48])=[N:38][CH:39]=6)=[CH:31][CH:30]=5)=[CH:25][CH:24]=4)=[CH:21][N:22]=3)[CH2:17][N:11]3[C:12]2=[C:8]([CH:9]=[C:10]3[C:57]#[N:58])[CH2:7][CH2:6]1.C(=O)([O-])[O-:61].[K+].[K+].OO. The catalyst is CS(C)=O. The product is [CH3:1][O:2][C:3](=[O:59])[NH:4][C@@H:5]1[CH:13]2[C:14](=[O:56])[CH2:15][C@H:16]([C:18]3[NH:19][C:20]([C:23]4[CH:28]=[CH:27][C:26]([C:29]5[CH:30]=[CH:31][C:32]([C:35]6[NH:36][C:37]([C@H:40]7[CH2:44][CH2:43][CH2:42][N:41]7[C:45](=[O:55])[C@H:46]([NH:50][C:51]([O:53][CH3:54])=[O:52])[CH:47]([CH3:49])[CH3:48])=[N:38][CH:39]=6)=[CH:33][CH:34]=5)=[CH:25][CH:24]=4)=[CH:21][N:22]=3)[CH2:17][N:11]3[C:12]2=[C:8]([CH:9]=[C:10]3[C:57](=[O:61])[NH2:58])[CH2:7][CH2:6]1. The yield is 0.240.